Dataset: NCI-60 drug combinations with 297,098 pairs across 59 cell lines. Task: Regression. Given two drug SMILES strings and cell line genomic features, predict the synergy score measuring deviation from expected non-interaction effect. (1) Drug 1: CC1=C(N=C(N=C1N)C(CC(=O)N)NCC(C(=O)N)N)C(=O)NC(C(C2=CN=CN2)OC3C(C(C(C(O3)CO)O)O)OC4C(C(C(C(O4)CO)O)OC(=O)N)O)C(=O)NC(C)C(C(C)C(=O)NC(C(C)O)C(=O)NCCC5=NC(=CS5)C6=NC(=CS6)C(=O)NCCC[S+](C)C)O. Drug 2: C1CN(CCN1C(=O)CCBr)C(=O)CCBr. Cell line: SK-MEL-5. Synergy scores: CSS=31.0, Synergy_ZIP=-10.3, Synergy_Bliss=-4.66, Synergy_Loewe=-11.2, Synergy_HSA=0.731. (2) Drug 1: CC1CCCC2(C(O2)CC(NC(=O)CC(C(C(=O)C(C1O)C)(C)C)O)C(=CC3=CSC(=N3)C)C)C. Drug 2: COCCOC1=C(C=C2C(=C1)C(=NC=N2)NC3=CC=CC(=C3)C#C)OCCOC.Cl. Cell line: BT-549. Synergy scores: CSS=38.7, Synergy_ZIP=10.00, Synergy_Bliss=20.8, Synergy_Loewe=-31.3, Synergy_HSA=10.8. (3) Drug 1: C1CC(C1)(C(=O)O)C(=O)O.[NH2-].[NH2-].[Pt+2]. Drug 2: CCCCC(=O)OCC(=O)C1(CC(C2=C(C1)C(=C3C(=C2O)C(=O)C4=C(C3=O)C=CC=C4OC)O)OC5CC(C(C(O5)C)O)NC(=O)C(F)(F)F)O. Cell line: HL-60(TB). Synergy scores: CSS=77.7, Synergy_ZIP=4.76, Synergy_Bliss=1.40, Synergy_Loewe=0.384, Synergy_HSA=1.70. (4) Drug 1: CC1=C(C(=O)C2=C(C1=O)N3CC4C(C3(C2COC(=O)N)OC)N4)N. Drug 2: B(C(CC(C)C)NC(=O)C(CC1=CC=CC=C1)NC(=O)C2=NC=CN=C2)(O)O. Cell line: EKVX. Synergy scores: CSS=50.1, Synergy_ZIP=-0.926, Synergy_Bliss=-2.52, Synergy_Loewe=-11.3, Synergy_HSA=-2.60. (5) Drug 1: C1CC(C1)(C(=O)O)C(=O)O.[NH2-].[NH2-].[Pt+2]. Drug 2: C1CN(P(=O)(OC1)NCCCl)CCCl. Cell line: CAKI-1. Synergy scores: CSS=4.01, Synergy_ZIP=-0.961, Synergy_Bliss=2.24, Synergy_Loewe=-0.329, Synergy_HSA=-0.217. (6) Drug 1: COC1=CC(=CC(=C1O)OC)C2C3C(COC3=O)C(C4=CC5=C(C=C24)OCO5)OC6C(C(C7C(O6)COC(O7)C8=CC=CS8)O)O. Drug 2: C1=NNC2=C1C(=O)NC=N2. Cell line: MDA-MB-231. Synergy scores: CSS=28.4, Synergy_ZIP=-0.820, Synergy_Bliss=3.58, Synergy_Loewe=-48.2, Synergy_HSA=0.547. (7) Drug 1: CC1=C(C=C(C=C1)NC2=NC=CC(=N2)N(C)C3=CC4=NN(C(=C4C=C3)C)C)S(=O)(=O)N.Cl. Drug 2: C1=CC(=CC=C1CC(C(=O)O)N)N(CCCl)CCCl.Cl. Cell line: UACC62. Synergy scores: CSS=4.37, Synergy_ZIP=-3.90, Synergy_Bliss=2.05, Synergy_Loewe=-4.57, Synergy_HSA=1.97.